Task: Predict the reactants needed to synthesize the given product.. Dataset: Full USPTO retrosynthesis dataset with 1.9M reactions from patents (1976-2016) (1) Given the product [Cl:21][C:22]1[CH:23]=[C:24]([NH:25][C:2]2[CH:3]=[C:4]([NH:8][CH:9]3[CH2:13][CH2:12][NH:11][CH2:10]3)[N:5]=[CH:6][N:7]=2)[CH:26]=[CH:27][C:28]=1[F:29], predict the reactants needed to synthesize it. The reactants are: Cl[C:2]1[N:7]=[CH:6][N:5]=[C:4]([NH:8][CH:9]2[CH2:13][CH2:12][N:11](C(OC(C)(C)C)=O)[CH2:10]2)[CH:3]=1.[Cl:21][C:22]1[CH:23]=[C:24]([CH:26]=[CH:27][C:28]=1[F:29])[NH2:25]. (2) Given the product [C:1]1([C:7]2[C:8]3[C:9](=[N:25][N:26]([CH2:29][CH2:30][N:31]4[C:35](=[O:36])[C:34]5=[CH:37][CH:38]=[CH:39][CH:40]=[C:33]5[C:32]4=[O:41])[CH:27]=3)[N:10]=[C:11]([C:19]3[CH:24]=[CH:23][CH:22]=[CH:21][CH:20]=3)[C:12]=2[C:13]2[CH:18]=[CH:17][N:16]=[CH:15][CH:14]=2)[CH:6]=[CH:5][CH:4]=[CH:3][CH:2]=1, predict the reactants needed to synthesize it. The reactants are: [C:1]1([C:7]2[C:12]([C:13]3[CH:18]=[CH:17][N:16]=[CH:15][CH:14]=3)=[C:11]([C:19]3[CH:24]=[CH:23][CH:22]=[CH:21][CH:20]=3)[N:10]=[C:9]3[NH:25][N:26]=[CH:27][C:8]=23)[CH:6]=[CH:5][CH:4]=[CH:3][CH:2]=1.Br[CH2:29][CH2:30][N:31]1[C:35](=[O:36])[C:34]2=[CH:37][CH:38]=[CH:39][CH:40]=[C:33]2[C:32]1=[O:41]. (3) Given the product [CH3:19][C:20]([S@:23]([NH:25][C@@H:1]([C:13]1[CH:18]=[CH:17][CH:16]=[CH:15][CH:14]=1)[CH:3]1[CH2:8][CH2:7][N:6]([C:9]([O:11][CH2:12][C:13]2[CH:18]=[CH:17][CH:16]=[CH:15][CH:14]=2)=[O:10])[CH2:5][CH2:4]1)=[O:24])([CH3:22])[CH3:21], predict the reactants needed to synthesize it. The reactants are: [CH:1]([CH:3]1[CH2:8][CH2:7][N:6]([C:9]([O:11][CH2:12][C:13]2[CH:18]=[CH:17][CH:16]=[CH:15][CH:14]=2)=[O:10])[CH2:5][CH2:4]1)=O.[CH3:19][C:20]([S@:23]([NH2:25])=[O:24])([CH3:22])[CH3:21].